From a dataset of Catalyst prediction with 721,799 reactions and 888 catalyst types from USPTO. Predict which catalyst facilitates the given reaction. (1) Reactant: [CH3:1][O:2][C:3]1[CH:32]=[C:31]([O:33][CH3:34])[CH:30]=[CH:29][C:4]=1[CH2:5][N:6]1[C:9](=[O:10])[C@@H:8]([NH:11][C:12](=[O:21])[O:13][CH2:14][C:15]2[CH:20]=[CH:19][CH:18]=[CH:17][CH:16]=2)[C@H:7]1[C@@H:22]1[CH2:26][O:25]C(C)(C)[O:23]1.CC1C=CC(S(O)(=O)=O)=CC=1.O.C([O-])(O)=O.[Na+]. Product: [OH:23][C@H:22]([C@@H:7]1[C@H:8]([NH:11][C:12](=[O:21])[O:13][CH2:14][C:15]2[CH:16]=[CH:17][CH:18]=[CH:19][CH:20]=2)[C:9](=[O:10])[N:6]1[CH2:5][C:4]1[CH:29]=[CH:30][C:31]([O:33][CH3:34])=[CH:32][C:3]=1[O:2][CH3:1])[CH2:26][OH:25]. The catalyst class is: 20. (2) Reactant: [CH:1]1([C:4]([N:6]2[CH2:10][CH2:9][C@@H:8]([CH2:11][C:12]3[O:13][C:14](=[O:22])[CH:15]4[CH:20]=[N:19][N:18]([CH3:21])[CH:16]4[N:17]=3)[CH2:7]2)=[O:5])[CH2:3][CH2:2]1.[Br:23][C:24]1[CH:30]=[CH:29][C:27]([NH2:28])=[CH:26][CH:25]=1.[Li+].CC([N-]C(C)C)C.C(NC(C)C)(C)C.[Li]CCCC.NC1C=CC=CC=1. Product: [Br:23][C:24]1[CH:30]=[CH:29][C:27]([NH:28][C:14]([C:15]2[CH:20]=[N:19][N:18]([CH3:21])[C:16]=2[NH:17][C:12](=[O:13])[CH2:11][C@@H:8]2[CH2:9][CH2:10][N:6]([C:4]([CH:1]3[CH2:3][CH2:2]3)=[O:5])[CH2:7]2)=[O:22])=[CH:26][CH:25]=1. The catalyst class is: 1. (3) Reactant: Br[C:2]1[CH:7]=[CH:6][C:5]([Br:8])=[CH:4][N:3]=1.C([Li])CCC.CCCCCC.[CH3:20][C:21]([CH3:23])=[O:22]. Product: [Br:8][C:5]1[CH:6]=[CH:7][C:2]([C:21]([OH:22])([CH3:23])[CH3:20])=[N:3][CH:4]=1. The catalyst class is: 11. (4) Reactant: C1(C)C=CC(S(O)(=O)=O)=CC=1.[Cl:12][C:13]1[CH:14]=[C:15]([CH:64]=[CH:65][C:66]=1[O:67][CH3:68])[CH2:16][N:17]1[C:22]([CH3:23])=[CH:21][C:20]([O:24][CH2:25][C:26]2[CH:61]=[CH:60][CH:59]=[CH:58][C:27]=2[CH2:28][NH:29][C:30]([NH:32][C:33]2[N:37]([C:38]3[CH:43]=[CH:42][CH:41]=[C:40]([O:44][CH2:45][CH2:46][O:47]C4CCCCO4)[CH:39]=3)[N:36]=[C:35]([C:54]([CH3:57])([CH3:56])[CH3:55])[CH:34]=2)=[O:31])=[C:19]([Cl:62])[C:18]1=[O:63]. Product: [Cl:12][C:13]1[CH:14]=[C:15]([CH:64]=[CH:65][C:66]=1[O:67][CH3:68])[CH2:16][N:17]1[C:22]([CH3:23])=[CH:21][C:20]([O:24][CH2:25][C:26]2[CH:61]=[CH:60][CH:59]=[CH:58][C:27]=2[CH2:28][NH:29][C:30]([NH:32][C:33]2[N:37]([C:38]3[CH:43]=[CH:42][CH:41]=[C:40]([O:44][CH2:45][CH2:46][OH:47])[CH:39]=3)[N:36]=[C:35]([C:54]([CH3:57])([CH3:56])[CH3:55])[CH:34]=2)=[O:31])=[C:19]([Cl:62])[C:18]1=[O:63]. The catalyst class is: 5.